Dataset: Full USPTO retrosynthesis dataset with 1.9M reactions from patents (1976-2016). Task: Predict the reactants needed to synthesize the given product. (1) Given the product [Cl:1][C:2]1[CH:3]=[CH:4][C:5]([O:36][CH:37]([F:38])[F:39])=[C:6]([C:8]2[C:12]([NH:13][C:14]([C:16]3[CH:17]=[N:18][N:19]4[CH:24]=[CH:23][CH:22]=[N:21][C:20]=34)=[O:15])=[CH:11][N:10]([CH2:25][C:26]([N:28]3[CH2:29][CH2:30][N:31]([CH3:34])[CH:32]([CH3:40])[CH2:33]3)=[O:27])[N:9]=2)[CH:7]=1, predict the reactants needed to synthesize it. The reactants are: [Cl:1][C:2]1[CH:3]=[CH:4][C:5]([O:36][CH:37]([F:39])[F:38])=[C:6]([C:8]2[C:12]([NH:13][C:14]([C:16]3[CH:17]=[N:18][N:19]4[CH:24]=[CH:23][CH:22]=[N:21][C:20]=34)=[O:15])=[CH:11][N:10]([CH2:25][C:26]([N:28]3[CH2:33][CH2:32][N:31]([CH3:34])[CH2:30][CH:29]3C)=[O:27])[N:9]=2)[CH:7]=1.[CH3:40]C1NCCN(C(OC(C)(C)C)=O)C1. (2) Given the product [F:37][C:33]1[CH:34]=[CH:35][CH:36]=[C:2]([F:1])[C:3]=1[C:4]([NH:6][C:7]1[C:8]([C:21]2[NH:22][C:23]([CH2:29][CH:30]([CH3:31])[CH3:32])=[C:24]([C:26]([N:60]3[CH2:65][CH2:64][O:63][CH2:62][CH2:61]3)=[O:28])[N:25]=2)=[N:9][N:10]([CH2:12][C:13]2[CH:14]=[CH:15][C:16]([O:19][CH3:20])=[CH:17][CH:18]=2)[CH:11]=1)=[O:5], predict the reactants needed to synthesize it. The reactants are: [F:1][C:2]1[CH:36]=[CH:35][CH:34]=[C:33]([F:37])[C:3]=1[C:4]([NH:6][C:7]1[C:8]([C:21]2[NH:22][C:23]([CH2:29][CH:30]([CH3:32])[CH3:31])=[C:24]([C:26]([OH:28])=O)[N:25]=2)=[N:9][N:10]([CH2:12][C:13]2[CH:18]=[CH:17][C:16]([O:19][CH3:20])=[CH:15][CH:14]=2)[CH:11]=1)=[O:5].Cl.CN(C)CCCN=C=NCC.ON1C2C=CC=CC=2N=N1.[NH:60]1[CH2:65][CH2:64][O:63][CH2:62][CH2:61]1. (3) The reactants are: Cl.[NH2:2][CH2:3][CH2:4][NH:5][C:6]([NH:8][C:9]1[CH:14]=[CH:13][C:12]([O:15][CH2:16][C:17]2[CH:22]=[CH:21][CH:20]=[CH:19][CH:18]=2)=[CH:11][CH:10]=1)=[O:7].[CH:23](=O)[C:24]1[CH:29]=[CH:28][CH:27]=[CH:26][CH:25]=1.[BH4-].[Na+]. Given the product [CH2:23]([NH:2][CH2:3][CH2:4][NH:5][C:6]([NH:8][C:9]1[CH:14]=[CH:13][C:12]([O:15][CH2:16][C:17]2[CH:22]=[CH:21][CH:20]=[CH:19][CH:18]=2)=[CH:11][CH:10]=1)=[O:7])[C:24]1[CH:29]=[CH:28][CH:27]=[CH:26][CH:25]=1, predict the reactants needed to synthesize it. (4) Given the product [OH:11][CH2:10][CH2:9][C:5]1[CH:4]=[C:3]([CH:8]=[CH:7][CH:6]=1)[CH2:2][N:27]1[CH2:26][C:25]2([CH2:29][N:21]([C:19]([C:17]3[S:18][C:14]([CH3:13])=[CH:15][CH:16]=3)=[O:20])[CH2:22][CH2:23][O:24]2)[CH2:28]1, predict the reactants needed to synthesize it. The reactants are: Br[CH2:2][C:3]1[CH:4]=[C:5]([CH2:9][CH2:10][OH:11])[CH:6]=[CH:7][CH:8]=1.Cl.[CH3:13][C:14]1[S:18][C:17]([C:19]([N:21]2[CH2:29][C:25]3([CH2:28][NH:27][CH2:26]3)[O:24][CH2:23][CH2:22]2)=[O:20])=[CH:16][CH:15]=1.C(N(CC)CC)C. (5) The reactants are: [CH3:1][S:2]([C:5]1[CH:6]=[CH:7][C:8]([O:14][C:15]([CH3:21])([CH3:20])[C:16]([F:19])([F:18])[F:17])=[C:9]([CH:13]=1)[C:10]([OH:12])=O)(=[O:4])=[O:3].Cl.[F:23][C:24]([F:38])([F:37])[CH2:25][C:26]1[S:30][C:29]([N:31]2[CH2:36][CH2:35][NH:34][CH2:33][CH2:32]2)=[N:28][CH:27]=1. Given the product [CH3:1][S:2]([C:5]1[CH:6]=[CH:7][C:8]([O:14][C:15]([CH3:20])([CH3:21])[C:16]([F:18])([F:17])[F:19])=[C:9]([C:10]([N:34]2[CH2:35][CH2:36][N:31]([C:29]3[S:30][C:26]([CH2:25][C:24]([F:38])([F:23])[F:37])=[CH:27][N:28]=3)[CH2:32][CH2:33]2)=[O:12])[CH:13]=1)(=[O:4])=[O:3], predict the reactants needed to synthesize it. (6) Given the product [CH2:3]([O:4][C:5]1[CH:6]=[CH:9][C:10]([C:29]2[NH:26][N:21]=[N:20][N:19]=2)=[C:11]([OH:31])[CH:12]=1)[CH2:2][CH2:13][CH2:14][CH2:15][CH2:16][CH2:17][CH3:18], predict the reactants needed to synthesize it. The reactants are: O[CH:2]([CH2:13][CH2:14][CH2:15][CH2:16][CH2:17][CH3:18])[CH2:3][O:4][C:5]1[CH:12]=[CH:11][CH:10]=[CH:9][C:6]=1C#N.[N-:19]=[N+:20]=[N-:21].[Na+].Cl.C([N:26]([CH2:29]C)CC)C.[OH-:31].[Na+]. (7) Given the product [CH3:21][N:20]([CH3:22])[CH2:19][CH2:18][NH:17][C:5]1[C:4]2[CH:3]=[C:2]([C:23]3[CH:28]=[CH:27][CH:26]=[CH:25][CH:24]=3)[S:14][C:13]=2[C:12]2[CH:11]=[CH:10][C:9]([C:15]#[N:16])=[CH:8][C:7]=2[N:6]=1, predict the reactants needed to synthesize it. The reactants are: Br[C:2]1[S:14][C:13]2[C:12]3[CH:11]=[CH:10][C:9]([C:15]#[N:16])=[CH:8][C:7]=3[N:6]=[C:5]([NH:17][CH2:18][CH2:19][N:20]([CH3:22])[CH3:21])[C:4]=2[CH:3]=1.[C:23]1(B(O)O)[CH:28]=[CH:27][CH:26]=[CH:25][CH:24]=1.C(=O)([O-])[O-].[Cs+].[Cs+].O.